Dataset: Peptide-MHC class II binding affinity with 134,281 pairs from IEDB. Task: Regression. Given a peptide amino acid sequence and an MHC pseudo amino acid sequence, predict their binding affinity value. This is MHC class II binding data. (1) The peptide sequence is LTKKGNVWEVKSSKP. The MHC is DRB1_0401 with pseudo-sequence DRB1_0401. The binding affinity (normalized) is 0. (2) The peptide sequence is PGKYTAYEGQRVVFI. The MHC is DRB3_0101 with pseudo-sequence DRB3_0101. The binding affinity (normalized) is 0.544. (3) The peptide sequence is WENVPFCSHHFHELQ. The MHC is HLA-DQA10501-DQB10402 with pseudo-sequence HLA-DQA10501-DQB10402. The binding affinity (normalized) is 0.631. (4) The peptide sequence is RRCKNIPQPVRALLE. The MHC is DRB5_0101 with pseudo-sequence DRB5_0101. The binding affinity (normalized) is 0.562. (5) The peptide sequence is STKATRYLVKTESWILR. The MHC is DRB1_0101 with pseudo-sequence DRB1_0101. The binding affinity (normalized) is 0.472. (6) The peptide sequence is EKKYFAATTFEPLAA. The MHC is HLA-DPA10201-DPB10101 with pseudo-sequence HLA-DPA10201-DPB10101. The binding affinity (normalized) is 0.959. (7) The peptide sequence is AGNKGEQGPKGEP. The MHC is DRB1_0401 with pseudo-sequence DRB1_0401. The binding affinity (normalized) is 0. (8) The peptide sequence is SSAGGFFTSVGKGIH. The MHC is DRB1_0802 with pseudo-sequence DRB1_0802. The binding affinity (normalized) is 0. (9) The peptide sequence is RLTYQWHKEGSSIGK. The MHC is HLA-DQA10201-DQB10301 with pseudo-sequence HLA-DQA10201-DQB10301. The binding affinity (normalized) is 0.